This data is from Catalyst prediction with 721,799 reactions and 888 catalyst types from USPTO. The task is: Predict which catalyst facilitates the given reaction. (1) Reactant: C([N-]C(C)C)(C)C.[Li+].CCCCCCC.C1COCC1.[CH2:21]([C:23]1[CH:28]=CC=C[CH:24]=1)[CH3:22].[Cl:29][C:30]1[CH:31]=[CH:32][C:33]([I:37])=[C:34]([CH:36]=1)[NH2:35].BrCC=C(C)C. Product: [Cl:29][C:30]1[CH:31]=[CH:32][C:33]([I:37])=[C:34]([NH:35][CH2:22][CH:21]=[C:23]([CH3:28])[CH3:24])[CH:36]=1. The catalyst class is: 1. (2) Reactant: [ClH:1].[CH3:2][C:3]1[CH:4]=[N:5][CH:6]=[C:7]([C:9]#[C:10][C:11]2[CH:16]=[CH:15][CH:14]=[CH:13][CH:12]=2)[CH:8]=1. Product: [ClH:1].[CH3:2][C:3]1[CH:4]=[N:5][CH:6]=[C:7]([C:9]#[C:10][C:11]2[CH:16]=[CH:15][CH:14]=[CH:13][CH:12]=2)[CH:8]=1. The catalyst class is: 472. (3) Reactant: [CH2:1]([NH:3][C:4]([C:6]1[CH:11]=[CH:10][C:9]([N:12]2[C:16]([CH:17]([CH3:19])[CH3:18])=[C:15]([C:20]([OH:22])=O)[N:14]=[N:13]2)=[CH:8][CH:7]=1)=[O:5])[CH3:2].C1C=C[C:26]2N(O)N=[N:29][C:27]=2[CH:28]=1.C1(N)CC1.CCN=C=NCCCN(C)C. Product: [CH:27]1([NH:29][C:20]([C:15]2[N:14]=[N:13][N:12]([C:9]3[CH:10]=[CH:11][C:6]([C:4]([NH:3][CH2:1][CH3:2])=[O:5])=[CH:7][CH:8]=3)[C:16]=2[CH:17]([CH3:19])[CH3:18])=[O:22])[CH2:28][CH2:26]1. The catalyst class is: 444. (4) Reactant: Cl.[CH3:2][OH:3].[N:4]([CH2:7][C:8]([C:10]1[N:11]=[CH:12][N:13]2[CH:17]=[CH:16][S:15][C:14]=12)=[O:9])=[N+]=[N-].[H][H]. Product: [CH:2]([NH:4][CH2:7][C:8]([C:10]1[N:11]=[CH:12][N:13]2[CH:17]=[CH:16][S:15][C:14]=12)=[O:9])=[O:3]. The catalyst class is: 403. (5) Reactant: [H-].[Na+].[CH2:3]([OH:7])[C:4]#[C:5][CH3:6].Cl[C:9]1[CH:14]=[C:13]([CH2:15][C:16]2[CH:21]=[CH:20][CH:19]=[CH:18][C:17]=2[C:22]([F:25])([F:24])[F:23])[N:12]=[CH:11][N:10]=1.[Cl-].[NH4+]. Product: [CH2:3]([O:7][C:9]1[CH:14]=[C:13]([CH2:15][C:16]2[CH:21]=[CH:20][CH:19]=[CH:18][C:17]=2[C:22]([F:24])([F:25])[F:23])[N:12]=[CH:11][N:10]=1)[C:4]#[C:5][CH3:6]. The catalyst class is: 7.